Dataset: Peptide-MHC class II binding affinity with 134,281 pairs from IEDB. Task: Regression. Given a peptide amino acid sequence and an MHC pseudo amino acid sequence, predict their binding affinity value. This is MHC class II binding data. (1) The peptide sequence is NLCCSQWGWCGSTDE. The MHC is DRB1_0901 with pseudo-sequence DRB1_0901. The binding affinity (normalized) is 0.130. (2) The binding affinity (normalized) is 0.812. The peptide sequence is TPFPHRKGVLFNIQYVNYWF. The MHC is DRB4_0101 with pseudo-sequence DRB4_0103. (3) The peptide sequence is QRPLVTIKIGGQLKE. The MHC is DRB4_0101 with pseudo-sequence DRB4_0103. The binding affinity (normalized) is 0.714. (4) The peptide sequence is GFKAAVAAAASVP. The MHC is HLA-DPA10103-DPB10301 with pseudo-sequence HLA-DPA10103-DPB10301. The binding affinity (normalized) is 0.819. (5) The peptide sequence is SWITQGLLGALLLWMGI. The MHC is DRB4_0101 with pseudo-sequence DRB4_0103. The binding affinity (normalized) is 0. (6) The peptide sequence is TLTEALRVIAGTLEV. The MHC is DRB1_0101 with pseudo-sequence DRB1_0101. The binding affinity (normalized) is 0.645. (7) The peptide sequence is LIEKINAGFKAALAA. The MHC is HLA-DQA10301-DQB10301 with pseudo-sequence HLA-DQA10301-DQB10301. The binding affinity (normalized) is 0.637. (8) The peptide sequence is PDAEKIVAAVIEKKL. The MHC is DRB1_0701 with pseudo-sequence DRB1_0701. The binding affinity (normalized) is 0.410. (9) The peptide sequence is VFTEIDSQDVDKS. The MHC is HLA-DQA10101-DQB10501 with pseudo-sequence HLA-DQA10101-DQB10501. The binding affinity (normalized) is 0.147. (10) The peptide sequence is TIPLVALTLTSYLGLK. The MHC is HLA-DQA10103-DQB10603 with pseudo-sequence HLA-DQA10103-DQB10603. The binding affinity (normalized) is 0.386.